From a dataset of Full USPTO retrosynthesis dataset with 1.9M reactions from patents (1976-2016). Predict the reactants needed to synthesize the given product. (1) The reactants are: [NH2:1][CH2:2][CH:3]1[CH2:8][CH2:7][CH:6]([CH2:9][N:10]([CH2:31][C:32]2[CH:37]=[CH:36][CH:35]=[CH:34][CH:33]=2)[S:11]([NH:14][C:15](=[O:30])[C:16]2[CH:21]=[C:20]([C:22]([F:25])([F:24])[F:23])[CH:19]=[C:18]([C:26]([F:29])([F:28])[F:27])[CH:17]=2)(=[O:13])=[O:12])[CH2:5][CH2:4]1.C(N(CC)CC)C.[C:45](Cl)(=[O:50])[CH2:46][CH2:47][CH2:48][CH3:49]. Given the product [CH2:31]([N:10]([CH2:9][CH:6]1[CH2:5][CH2:4][CH:3]([CH2:2][NH:1][C:45](=[O:50])[CH2:46][CH2:47][CH2:48][CH3:49])[CH2:8][CH2:7]1)[S:11]([NH:14][C:15](=[O:30])[C:16]1[CH:17]=[C:18]([C:26]([F:27])([F:28])[F:29])[CH:19]=[C:20]([C:22]([F:23])([F:24])[F:25])[CH:21]=1)(=[O:12])=[O:13])[C:32]1[CH:37]=[CH:36][CH:35]=[CH:34][CH:33]=1, predict the reactants needed to synthesize it. (2) Given the product [CH2:1]([O:3][C:4](=[O:10])[CH:5]([CH2:12][C:13]1[CH:18]=[CH:17][CH:16]=[C:15]([S:19]([CH3:22])(=[O:21])=[O:20])[CH:14]=1)[C:6](=[O:9])[CH2:7][CH3:8])[CH3:2], predict the reactants needed to synthesize it. The reactants are: [CH2:1]([O:3][C:4](=[O:10])[CH2:5][C:6](=[O:9])[CH2:7][CH3:8])[CH3:2].Br[CH2:12][C:13]1[CH:18]=[CH:17][CH:16]=[C:15]([S:19]([CH3:22])(=[O:21])=[O:20])[CH:14]=1. (3) Given the product [OH:47][CH2:48][CH2:49][N:50]([CH:83]1[CH2:86][O:85][CH2:84]1)[C:51]([C:53]1[C:58]([O:59][CH2:60][C:61]2[CH:62]=[CH:63][CH:64]=[CH:65][CH:66]=2)=[C:57]([OH:67])[N:56]=[C:55]([CH2:68][C:69]2([N:74]3[C:78]4=[N:79][CH:80]=[CH:81][CH:82]=[C:77]4[CH:76]=[CH:75]3)[CH2:73][CH2:72][CH2:71][CH2:70]2)[N:54]=1)=[O:52], predict the reactants needed to synthesize it. The reactants are: C1(N(CCO)C(C2C(OCC3C=CC=CC=3)=C(O)N=C(CC3(N4C5=NC=CC=C5C=C4)CCCC3)N=2)=O)CC1.[Si]([O:47][CH2:48][CH2:49][N:50]([CH:83]1[CH2:86][O:85][CH2:84]1)[C:51]([C:53]1[C:58]([O:59][CH2:60][C:61]2[CH:66]=[CH:65][CH:64]=[CH:63][CH:62]=2)=[C:57]([OH:67])[N:56]=[C:55]([CH2:68][C:69]2([N:74]3[C:78]4=[N:79][CH:80]=[CH:81][CH:82]=[C:77]4[CH:76]=[CH:75]3)[CH2:73][CH2:72][CH2:71][CH2:70]2)[N:54]=1)=[O:52])(C(C)(C)C)(C)C. (4) Given the product [Cl:1][C:2]1[CH:3]=[C:4]2[C:8](=[CH:9][CH:10]=1)[NH:7][CH:6]=[C:5]2[CH2:11][CH2:12][NH:13][C:14](=[O:23])[C:15]1[CH:20]=[CH:19][CH:18]=[C:17]([CH2:21][C:29]2[CH:30]=[CH:31][C:26]([C:25]([F:36])([F:35])[F:24])=[CH:27][CH:28]=2)[CH:16]=1, predict the reactants needed to synthesize it. The reactants are: [Cl:1][C:2]1[CH:3]=[C:4]2[C:8](=[CH:9][CH:10]=1)[NH:7][CH:6]=[C:5]2[CH2:11][CH2:12][NH:13][C:14](=[O:23])[C:15]1[CH:20]=[CH:19][CH:18]=[C:17]([CH2:21]Cl)[CH:16]=1.[F:24][C:25]([F:36])([F:35])[C:26]1[CH:31]=[CH:30][C:29](B(O)O)=[CH:28][CH:27]=1.C(=O)([O-])[O-].[Na+].[Na+].[I-].[Na+].